From a dataset of NCI-60 drug combinations with 297,098 pairs across 59 cell lines. Regression. Given two drug SMILES strings and cell line genomic features, predict the synergy score measuring deviation from expected non-interaction effect. (1) Drug 1: C1CC(C1)(C(=O)O)C(=O)O.[NH2-].[NH2-].[Pt+2]. Drug 2: C1=NNC2=C1C(=O)NC=N2. Cell line: HOP-62. Synergy scores: CSS=6.65, Synergy_ZIP=-2.93, Synergy_Bliss=-4.56, Synergy_Loewe=-1.82, Synergy_HSA=-2.07. (2) Drug 1: CN1CCC(CC1)COC2=C(C=C3C(=C2)N=CN=C3NC4=C(C=C(C=C4)Br)F)OC. Drug 2: CS(=O)(=O)C1=CC(=C(C=C1)C(=O)NC2=CC(=C(C=C2)Cl)C3=CC=CC=N3)Cl. Cell line: SK-MEL-28. Synergy scores: CSS=-1.91, Synergy_ZIP=3.28, Synergy_Bliss=6.19, Synergy_Loewe=-4.01, Synergy_HSA=-1.52.